This data is from Peptide-MHC class I binding affinity with 185,985 pairs from IEDB/IMGT. The task is: Regression. Given a peptide amino acid sequence and an MHC pseudo amino acid sequence, predict their binding affinity value. This is MHC class I binding data. The MHC is HLA-B40:01 with pseudo-sequence HLA-B40:01. The binding affinity (normalized) is 0.0847. The peptide sequence is RPAPATGAL.